This data is from Reaction yield outcomes from USPTO patents with 853,638 reactions. The task is: Predict the reaction yield, written as a fraction of the theoretical maximum amount of product (1.0 means a 100% yield; for example, 0.34 means a 34% yield). The reactants are [F:1][C:2]1[CH:3]=[C:4]([CH:7]=[CH:8][C:9]=1F)[CH:5]=[O:6].[CH3:11][S-:12].[Na+].Cl. The catalyst is CN(C=O)C. The product is [F:1][C:2]1[CH:3]=[C:4]([CH:7]=[CH:8][C:9]=1[S:12][CH3:11])[CH:5]=[O:6]. The yield is 0.610.